Dataset: Catalyst prediction with 721,799 reactions and 888 catalyst types from USPTO. Task: Predict which catalyst facilitates the given reaction. (1) Reactant: Cl[C:2]1[N:7]=[CH:6][N:5]=[C:4]2[N:8]([C:11]3[CH:16]=[CH:15][C:14]([O:17][CH3:18])=[CH:13][CH:12]=3)[N:9]=[CH:10][C:3]=12.[NH2:19][C:20]1[CH:21]=[C:22]([NH:27][C:28](=[O:40])[C:29]2[CH:34]=[CH:33][C:32]([F:35])=[C:31]([C:36]([F:39])([F:38])[F:37])[CH:30]=2)[CH:23]=[CH:24][C:25]=1[CH3:26]. Product: [F:35][C:32]1[CH:33]=[CH:34][C:29]([C:28]([NH:27][C:22]2[CH:23]=[CH:24][C:25]([CH3:26])=[C:20]([NH:19][C:2]3[N:7]=[CH:6][N:5]=[C:4]4[N:8]([C:11]5[CH:16]=[CH:15][C:14]([O:17][CH3:18])=[CH:13][CH:12]=5)[N:9]=[CH:10][C:3]=34)[CH:21]=2)=[O:40])=[CH:30][C:31]=1[C:36]([F:37])([F:38])[F:39]. The catalyst class is: 107. (2) Reactant: [H-].[Na+].[C:3]([O:9][CH3:10])(=[O:8])[CH2:4][C:5]([CH3:7])=[O:6].[Na+].[I-].Br[CH2:14][CH2:15][O:16][CH2:17][C:18]1[CH:23]=[CH:22][CH:21]=[CH:20][CH:19]=1. Product: [CH3:10][O:9][C:3](=[O:8])[CH:4]([CH2:14][CH2:15][O:16][CH2:17][C:18]1[CH:23]=[CH:22][CH:21]=[CH:20][CH:19]=1)[C:5](=[O:6])[CH3:7]. The catalyst class is: 57. (3) Reactant: Cl.[NH2:2][C@@H:3]([CH2:33][CH3:34])[C:4]([NH:6][C@@H:7]1[C:13](=[O:14])[N:12]([CH2:15][C:16]2[C:25]3[C:20](=[CH:21][C:22]([Br:26])=[CH:23][CH:24]=3)[CH:19]=[CH:18][C:17]=2[O:27][CH3:28])[C:11]2[CH:29]=[CH:30][CH:31]=[CH:32][C:10]=2[CH2:9][CH2:8]1)=[O:5].[OH-].[Na+]. Product: [NH2:2][C@@H:3]([CH2:33][CH3:34])[C:4]([NH:6][C@@H:7]1[C:13](=[O:14])[N:12]([CH2:15][C:16]2[C:25]3[C:20](=[CH:21][C:22]([Br:26])=[CH:23][CH:24]=3)[CH:19]=[CH:18][C:17]=2[O:27][CH3:28])[C:11]2[CH:29]=[CH:30][CH:31]=[CH:32][C:10]=2[CH2:9][CH2:8]1)=[O:5]. The catalyst class is: 6. (4) Reactant: C1(C)C=CC(S([O-])(=O)=O)=CC=1.[NH+]1C=CC=CC=1.[CH3:18][C:19]([O:22][C:23]([N:25]([C:43]([O:45][C:46]([CH3:49])([CH3:48])[CH3:47])=[O:44])[C:26]1[N:27](C(OC(C)(C)C)=O)[CH:28]=[C:29]([CH:31](OC)[O:32]C)[N:30]=1)=[O:24])([CH3:21])[CH3:20].O. Product: [CH:31]([C:29]1[N:30]=[C:26]([N:25]([C:43]([O:45][C:46]([CH3:49])([CH3:48])[CH3:47])=[O:44])[C:23]([O:22][C:19]([CH3:20])([CH3:21])[CH3:18])=[O:24])[NH:27][CH:28]=1)=[O:32]. The catalyst class is: 21. (5) Reactant: C([O:4][CH2:5][C:6]([N:8]1[CH2:13][CH2:12][CH:11]([C:14]2[CH:15]=[C:16]([C:23]3[CH:28]=[CH:27][C:26]([C:29]([F:32])([F:31])[F:30])=[CH:25][C:24]=3[CH2:33][N:34]3[C@@H:38]([CH3:39])[C@@H:37]([C:40]4[CH:45]=[C:44]([C:46]([F:49])([F:48])[F:47])[CH:43]=[C:42]([C:50]([F:53])([F:52])[F:51])[CH:41]=4)[O:36][C:35]3=[O:54])[C:17]([O:21][CH3:22])=[CH:18][C:19]=2[F:20])[CH2:10][CH2:9]1)=[O:7])(=O)C.C[O-].[Na+].O. Product: [F:53][C:50]([F:51])([F:52])[C:42]1[CH:41]=[C:40]([C@H:37]2[O:36][C:35](=[O:54])[N:34]([CH2:33][C:24]3[CH:25]=[C:26]([C:29]([F:31])([F:32])[F:30])[CH:27]=[CH:28][C:23]=3[C:16]3[CH:15]=[C:14]([CH:11]4[CH2:10][CH2:9][N:8]([C:6](=[O:7])[CH2:5][OH:4])[CH2:13][CH2:12]4)[C:19]([F:20])=[CH:18][C:17]=3[O:21][CH3:22])[C@H:38]2[CH3:39])[CH:45]=[C:44]([C:46]([F:49])([F:48])[F:47])[CH:43]=1. The catalyst class is: 5. (6) Reactant: Cl.Cl[CH2:3][CH2:4][N:5]1[CH2:10][CH2:9][O:8][CH2:7][CH2:6]1.[OH-].[K+].[Cl:13][C:14]1[CH:15]=[C:16]2[C:20](=[CH:21][CH:22]=1)[NH:19][C:18]([CH3:23])=[CH:17]2.ClCCN1CCOCC1. Product: [Cl:13][C:14]1[CH:15]=[C:16]2[C:20](=[CH:21][CH:22]=1)[N:19]([CH2:3][CH2:4][N:5]1[CH2:10][CH2:9][O:8][CH2:7][CH2:6]1)[C:18]([CH3:23])=[CH:17]2. The catalyst class is: 16.